Dataset: Full USPTO retrosynthesis dataset with 1.9M reactions from patents (1976-2016). Task: Predict the reactants needed to synthesize the given product. (1) Given the product [NH2:37][C:33]1[CH:34]=[C:35]2[C:30](=[CH:31][CH:32]=1)[CH2:29][N:28]([C:26]([C:10]1[CH:11]=[C:12]([CH:23]([CH3:25])[CH3:24])[C:13]([O:15][CH2:16][C:17]3[CH:18]=[CH:19][CH:20]=[CH:21][CH:22]=3)=[CH:14][C:9]=1[O:8][CH2:1][C:2]1[CH:7]=[CH:6][CH:5]=[CH:4][CH:3]=1)=[O:27])[CH2:36]2, predict the reactants needed to synthesize it. The reactants are: [CH2:1]([O:8][C:9]1[CH:14]=[C:13]([O:15][CH2:16][C:17]2[CH:22]=[CH:21][CH:20]=[CH:19][CH:18]=2)[C:12]([CH:23]([CH3:25])[CH3:24])=[CH:11][C:10]=1[C:26]([N:28]1[CH2:36][C:35]2[C:30](=[CH:31][CH:32]=[C:33]([N+:37]([O-])=O)[CH:34]=2)[CH2:29]1)=[O:27])[C:2]1[CH:7]=[CH:6][CH:5]=[CH:4][CH:3]=1.C(OOC(=O)C1C=CC=CC=1)(=O)C1C=CC=CC=1. (2) The reactants are: [Br:1][C:2]1[CH:3]=[C:4]([CH:11]=[O:12])[C:5]2[O:9][CH2:8][CH2:7][C:6]=2[CH:10]=1.C1(C)C=CC(S([CH2:22][N+:23]#[C-:24])(=O)=O)=CC=1.C(=O)([O-])[O-].[K+].[K+]. Given the product [Br:1][C:2]1[CH:3]=[C:4]([C:11]2[O:12][CH:24]=[N:23][CH:22]=2)[C:5]2[O:9][CH2:8][CH2:7][C:6]=2[CH:10]=1, predict the reactants needed to synthesize it. (3) Given the product [NH2:7][CH2:8][C:9]1[CH:40]=[CH:39][C:12]2[N:13]([CH2:34][CH2:35][CH2:36][CH2:37][F:38])[C:14]([CH2:16][N:17]3[C:26]4[C:21](=[CH:22][CH:23]=[CH:24][CH:25]=4)[C:20](=[O:27])[N:19]([CH2:28][C:29]([F:32])([F:31])[F:30])[C:18]3=[O:33])=[N:15][C:11]=2[CH:10]=1, predict the reactants needed to synthesize it. The reactants are: C(OC(=O)[NH:7][CH2:8][C:9]1[CH:40]=[CH:39][C:12]2[N:13]([CH2:34][CH2:35][CH2:36][CH2:37][F:38])[C:14]([CH2:16][N:17]3[C:26]4[C:21](=[CH:22][CH:23]=[CH:24][CH:25]=4)[C:20](=[O:27])[N:19]([CH2:28][C:29]([F:32])([F:31])[F:30])[C:18]3=[O:33])=[N:15][C:11]=2[CH:10]=1)(C)(C)C.C(O)(C(F)(F)F)=O.C(Cl)(=O)C. (4) Given the product [CH3:6][NH:7][CH2:8][CH2:9][C@H:10]([C:20]1[CH:25]=[CH:24][CH:23]=[CH:22][CH:21]=1)[C:11]1[C:19]2[C:14](=[N:15][CH:16]=[CH:17][CH:18]=2)[NH:13][CH:12]=1.[F:28][C:29]([F:34])([F:33])[C:30]([OH:32])=[O:31], predict the reactants needed to synthesize it. The reactants are: C(O[C:6](=O)[N:7](C)[CH2:8][CH2:9][C@H:10]([C:20]1[CH:25]=[CH:24][CH:23]=[CH:22][CH:21]=1)[C:11]1[C:19]2[C:14](=[N:15][CH:16]=[CH:17][CH:18]=2)[NH:13][CH:12]=1)(C)(C)C.[F:28][C:29]([F:34])([F:33])[C:30]([OH:32])=[O:31]. (5) Given the product [Cl:8][C:9]1[CH:14]=[C:13]([Cl:15])[CH:12]=[CH:11][C:10]=1[C:16]1[N:21]=[C:20]([NH:22][CH2:23][CH2:24][NH:25][C:36]2[N:41]=[CH:40][C:39]([C:42](=[O:44])[CH3:43])=[CH:38][CH:37]=2)[N:19]2[CH:26]=[CH:27][N:28]=[C:18]2[CH:17]=1, predict the reactants needed to synthesize it. The reactants are: FC(F)(F)C(O)=O.[Cl:8][C:9]1[CH:14]=[C:13]([Cl:15])[CH:12]=[CH:11][C:10]=1[C:16]1[N:21]=[C:20]([NH:22][CH2:23][CH2:24][NH2:25])[N:19]2[CH:26]=[CH:27][N:28]=[C:18]2[CH:17]=1.CN1CCCC1.Cl[C:36]1[N:41]=[CH:40][C:39]([C:42](=[O:44])[CH3:43])=[CH:38][CH:37]=1.CCN(C(C)C)C(C)C.